From a dataset of Full USPTO retrosynthesis dataset with 1.9M reactions from patents (1976-2016). Predict the reactants needed to synthesize the given product. (1) Given the product [F:19][C:20]1[CH:21]=[C:22]2[C:27](=[C:28]([N:30]3[CH2:35][CH2:34][N:33]([CH:15]4[CH2:16][CH2:17][N:12]([C:3]5[C:2]([F:1])=[C:11]6[C:6]([CH:7]=[CH:8][CH:9]=[N:10]6)=[CH:5][CH:4]=5)[CH2:13][CH2:14]4)[CH2:32][CH2:31]3)[CH:29]=1)[N:26]=[CH:25][CH:24]=[CH:23]2, predict the reactants needed to synthesize it. The reactants are: [F:1][C:2]1[C:3]([N:12]2[CH2:17][CH2:16][C:15](=O)[CH2:14][CH2:13]2)=[CH:4][CH:5]=[C:6]2[C:11]=1[N:10]=[CH:9][CH:8]=[CH:7]2.[F:19][C:20]1[CH:21]=[C:22]2[C:27](=[C:28]([N:30]3[CH2:35][CH2:34][NH:33][CH2:32][CH2:31]3)[CH:29]=1)[N:26]=[CH:25][CH:24]=[CH:23]2.C([BH3-])#N.[Na+].CCCCCC.CC(C)=O. (2) Given the product [CH3:17][O:16][CH2:15][O:14][C:5]1[C:6]([C:8]2[CH:13]=[CH:12][CH:11]=[CH:10][CH:9]=2)=[N:7][C:2]([O:24][C:18]2[CH:23]=[CH:22][CH:21]=[CH:20][CH:19]=2)=[CH:3][CH:4]=1, predict the reactants needed to synthesize it. The reactants are: I[C:2]1[N:7]=[C:6]([C:8]2[CH:13]=[CH:12][CH:11]=[CH:10][CH:9]=2)[C:5]([O:14][CH2:15][O:16][CH3:17])=[CH:4][CH:3]=1.[C:18]1([OH:24])[CH:23]=[CH:22][CH:21]=[CH:20][CH:19]=1. (3) Given the product [CH3:24][O:23][CH:4]([O:3][CH3:1])[C:5]1[CH:6]=[CH:7][C:8]([CH:9]2[CH:26]([C:27]3[CH:32]=[CH:31][CH:30]=[CH:29][CH:28]=3)[C:34](=[O:35])[C:39]3[C:38]([C:37]([O:41][CH3:42])=[O:40])=[CH:17][CH:18]=[CH:19][C:11]=3[NH:10]2)=[CH:21][CH:22]=1, predict the reactants needed to synthesize it. The reactants are: [CH2:1]([O:3][CH:4]([O:23][CH2:24]C)[C:5]1[CH:22]=[CH:21][C:8](/[CH:9]=[N:10]/[C:11]2[CH:19]=[CH:18][CH:17]=C3C=2COC3=O)=[CH:7][CH:6]=1)C.[CH:26](=O)[C:27]1[CH:32]=[CH:31][CH:30]=[CH:29][CH:28]=1.[CH3:34][O-:35].[Na+].[C:37]([O:41][CH2:42]C)(=[O:40])[CH2:38][CH3:39]. (4) Given the product [CH3:47][C@:15]12[C@@:14]3([CH3:48])[C@@H:23]([C@:24]4([CH3:27])[C@@H:11]([CH2:12][CH2:13]3)[C:10]([CH3:50])([CH3:49])[C:9]([CH:8]=[CH:5][CH:56]=[CH:55][C:54]([O:60][CH3:61])=[O:59])=[CH:26][CH2:25]4)[CH2:22][CH2:21][C@@H:20]1[C@H:19]1[C@H:28]([C:31]([CH3:33])=[CH2:32])[CH2:29][CH2:30][C@:18]1([NH:34][CH2:35][CH2:36][N:37]1[CH2:38][CH2:39][CH:40]([S:43]([CH3:46])(=[O:44])=[O:45])[CH2:41][CH2:42]1)[CH2:17][CH2:16]2, predict the reactants needed to synthesize it. The reactants are: FC1(C(O)=O)CC[C:5](=[CH:8][C:9]2[C:10]([CH3:50])([CH3:49])[C@H:11]3[C@:24]([CH3:27])([CH2:25][CH:26]=2)[C@@H:23]2[C@:14]([CH3:48])([C@@:15]4([CH3:47])[C@H:20]([CH2:21][CH2:22]2)[C@H:19]2[C@H:28]([C:31]([CH3:33])=[CH2:32])[CH2:29][CH2:30][C@:18]2([NH:34][CH2:35][CH2:36][N:37]2[CH2:42][CH2:41][CH:40]([S:43]([CH3:46])(=[O:45])=[O:44])[CH2:39][CH2:38]2)[CH2:17][CH2:16]4)[CH2:13][CH2:12]3)CC1.[C:54]([O:60][CH3:61])(=[O:59])/[CH:55]=[CH:56]/C=C. (5) Given the product [C:20]([O:19][C:17]([NH:16][CH:6]([CH2:7][C:8]1[CH:13]=[C:12]([F:14])[CH:11]=[CH:10][C:9]=1[F:15])[CH2:5][C:4]([OH:24])=[O:3])=[O:18])([CH3:23])([CH3:21])[CH3:22], predict the reactants needed to synthesize it. The reactants are: C([O:3][C:4](=[O:24])[CH2:5][CH:6]([NH:16][C:17]([O:19][C:20]([CH3:23])([CH3:22])[CH3:21])=[O:18])[CH2:7][C:8]1[CH:13]=[C:12]([F:14])[CH:11]=[CH:10][C:9]=1[F:15])C.[Li+].[OH-].Cl. (6) Given the product [C:1]1([C:7]2[C:15]3[C:10](=[CH:11][C:12]([C:16]([O:18][CH3:19])=[O:17])=[CH:13][CH:14]=3)[NH:9][CH:8]=2)[CH:2]=[CH:3][CH:4]=[CH:5][CH:6]=1, predict the reactants needed to synthesize it. The reactants are: [C:1]1([C:7]2[C:15]3[C:10](=[CH:11][C:12]([C:16]([O:18][CH3:19])=[O:17])=[CH:13][CH:14]=3)[N:9](C([O-])=O)[CH:8]=2)[CH:6]=[CH:5][CH:4]=[CH:3][CH:2]=1.C(O)(C(F)(F)F)=O.